This data is from Retrosynthesis with 50K atom-mapped reactions and 10 reaction types from USPTO. The task is: Predict the reactants needed to synthesize the given product. (1) The reactants are: CC(C)(C)OC(=O)N1CCC[C@@H]1C(=O)O.c1ccc(CC2CCNCC2)cc1. Given the product CC(C)(C)OC(=O)N1CCC[C@@H]1C(=O)N1CCC(Cc2ccccc2)CC1, predict the reactants needed to synthesize it. (2) The reactants are: O=C(C1CCN(c2ccncc2F)CC1)N1CCNCC1.O=S(=O)(Cl)c1ccc(Br)cc1. Given the product O=C(C1CCN(c2ccncc2F)CC1)N1CCN(S(=O)(=O)c2ccc(Br)cc2)CC1, predict the reactants needed to synthesize it.